This data is from Reaction yield outcomes from USPTO patents with 853,638 reactions. The task is: Predict the reaction yield, written as a fraction of the theoretical maximum amount of product (1.0 means a 100% yield; for example, 0.34 means a 34% yield). (1) The reactants are [Br:1][C:2]1[CH:7]=[CH:6][C:5]([F:8])=[CH:4][C:3]=1[F:9].OS(O)(=O)=O.[N+:15]([O-])([OH:17])=[O:16]. No catalyst specified. The product is [Br:1][C:2]1[CH:7]=[C:6]([N+:15]([O-:17])=[O:16])[C:5]([F:8])=[CH:4][C:3]=1[F:9]. The yield is 0.950. (2) The reactants are [C:1]([O:5][C:6](=[O:19])[NH:7][CH2:8][CH2:9][CH2:10][CH2:11][C:12]1[CH:17]=[CH:16][C:15]([OH:18])=[CH:14][CH:13]=1)([CH3:4])([CH3:3])[CH3:2].C(=O)([O-])[O-].[K+].[K+].[I-].[Na+].Br[CH2:29][C:30]([O:32][CH3:33])=[O:31]. The catalyst is CN(C=O)C.C(OCC)(=O)C. The product is [CH3:33][O:32][C:30](=[O:31])[CH2:29][O:18][C:15]1[CH:14]=[CH:13][C:12]([CH2:11][CH2:10][CH2:9][CH2:8][NH:7][C:6]([O:5][C:1]([CH3:4])([CH3:2])[CH3:3])=[O:19])=[CH:17][CH:16]=1. The yield is 1.00. (3) The reactants are [CH3:1][C:2]1[S:3][C:4]([C:8]2[CH:13]=[CH:12][N:11]=[C:10](SC)[N:9]=2)=[C:5]([CH3:7])[N:6]=1.O[O:17][S:18]([O-:20])=O.[K+].[C:22]([O-])(O)=O.[Na+]. The catalyst is CO. The product is [CH3:1][C:2]1[S:3][C:4]([C:8]2[CH:13]=[CH:12][N:11]=[C:10]([S:18]([CH3:22])(=[O:20])=[O:17])[N:9]=2)=[C:5]([CH3:7])[N:6]=1. The yield is 0.750. (4) The reactants are [Cl:1][C:2]1[CH:3]=[C:4]([CH:19]=[CH:20][C:21]=1[Cl:22])[CH2:5][NH:6][C:7]1[C:16]2[C:11](=[C:12]([NH2:17])[CH:13]=[CH:14][CH:15]=2)[N:10]=[C:9]([CH3:18])[CH:8]=1.[Br:23][CH2:24][CH2:25][O:26][CH2:27][CH2:28]Br.O. The catalyst is CN(C)C=O. The product is [BrH:23].[Cl:1][C:2]1[CH:3]=[C:4]([CH:19]=[CH:20][C:21]=1[Cl:22])[CH2:5][NH:6][C:7]1[C:16]2[C:11](=[C:12]([N:17]3[CH2:28][CH2:27][O:26][CH2:25][CH2:24]3)[CH:13]=[CH:14][CH:15]=2)[N:10]=[C:9]([CH3:18])[CH:8]=1. The yield is 0.170. (5) The product is [S:20]1[CH:21]=[C:17]([C:15]([NH:14][C:11]2[CH:12]=[CH:13][C:8]([CH2:7][C:6]([OH:5])=[O:26])=[CH:9][C:10]=2[O:28][CH3:29])=[O:16])[C:18]2[CH:25]=[CH:24][CH:23]=[CH:22][C:19]1=2. The catalyst is C(Cl)(Cl)Cl. The yield is 0.940. The reactants are C([O:5][C:6](=[O:26])[CH2:7][C:8]1[CH:13]=[CH:12][C:11]([NH:14][C:15]([C:17]2[C:18]3[CH:25]=[CH:24][CH:23]=[CH:22][C:19]=3[S:20][CH:21]=2)=[O:16])=[CH:10][CH:9]=1)(C)(C)C.Cl.[O:28]1CCOC[CH2:29]1. (6) The reactants are [CH3:1][C:2](/[CH:4]=[N:5]/O)=O.[C:7]1(=[O:14])[CH2:12][CH2:11][CH2:10][C:9](=O)[CH2:8]1.C(O)(=O)C.[OH-].[K+]. The catalyst is [Zn].O. The product is [CH3:1][C:2]1[C:8]2[C:7](=[O:14])[CH2:12][CH2:11][CH2:10][C:9]=2[NH:5][CH:4]=1. The yield is 0.460. (7) The reactants are [C:1]([C:8]1[O:9][C:10]([CH2:17][NH2:18])=[C:11]([C:13]([O:15]C)=[O:14])[N:12]=1)([O:3][C:4]([CH3:7])([CH3:6])[CH3:5])=[O:2]. The catalyst is C1COCC1.[OH-].[Na+]. The product is [C:1]([C:8]1[O:9][C:10]([CH2:17][NH2:18])=[C:11]([C:13]([OH:15])=[O:14])[N:12]=1)([O:3][C:4]([CH3:7])([CH3:6])[CH3:5])=[O:2]. The yield is 0.910.